Dataset: Forward reaction prediction with 1.9M reactions from USPTO patents (1976-2016). Task: Predict the product of the given reaction. (1) Given the reactants [Br:1][C:2]1[CH:3]=[N:4][C:5]2[N:6]([N:8]=[C:9]([C:11]([OH:13])=O)[CH:10]=2)[CH:7]=1.[CH3:14][CH:15]1[CH2:20][C:19]([C:21]2[CH:26]=[CH:25][C:24]([CH3:27])=[CH:23][CH:22]=2)=[CH:18][CH2:17][NH:16]1, predict the reaction product. The product is: [Br:1][C:2]1[CH:3]=[N:4][C:5]2[N:6]([N:8]=[C:9]([C:11]([N:16]3[CH2:17][CH:18]=[C:19]([C:21]4[CH:22]=[CH:23][C:24]([CH3:27])=[CH:25][CH:26]=4)[CH2:20][CH:15]3[CH3:14])=[O:13])[CH:10]=2)[CH:7]=1. (2) The product is: [Cl:1][C:2]1[N:11]=[C:10]([N:22]([C:21]2[CH:24]=[CH:25][C:18]([O:17][CH3:16])=[CH:19][CH:20]=2)[CH3:23])[C:9]2[C:4](=[CH:5][CH:6]=[C:7]([N+:13]([O-:15])=[O:14])[CH:8]=2)[N:3]=1. Given the reactants [Cl:1][C:2]1[N:11]=[C:10](Cl)[C:9]2[C:4](=[CH:5][CH:6]=[C:7]([N+:13]([O-:15])=[O:14])[CH:8]=2)[N:3]=1.[CH3:16][O:17][C:18]1[CH:25]=[CH:24][C:21]([NH:22][CH3:23])=[CH:20][CH:19]=1, predict the reaction product. (3) The product is: [Cl:12][C:5]1[CH:4]=[C:3]([O:2][CH3:1])[CH:8]=[CH:7][N:6]=1. Given the reactants [CH3:1][O:2][C:3]1[CH:8]=[CH:7][NH:6][C:5](=O)[CH:4]=1.O=P(Cl)(Cl)[Cl:12], predict the reaction product. (4) Given the reactants Br[C:2]1[N:6]2[N:7]=[C:8]([NH:11][CH2:12][CH2:13][C:14]([CH3:17])([OH:16])[CH3:15])[CH:9]=[CH:10][C:5]2=[N:4][CH:3]=1.[NH2:18][CH2:19][C:20]1[CH:25]=[CH:24][C:23](B(O)O)=[CH:22][CH:21]=1, predict the reaction product. The product is: [NH2:18][CH2:19][C:20]1[CH:25]=[CH:24][C:23]([C:2]2[N:6]3[N:7]=[C:8]([NH:11][CH2:12][CH2:13][C:14]([CH3:17])([OH:16])[CH3:15])[CH:9]=[CH:10][C:5]3=[N:4][CH:3]=2)=[CH:22][CH:21]=1. (5) Given the reactants [NH:1]1[CH2:6][CH2:5][NH:4][CH2:3][CH2:2]1.[F:7][C:8]1([F:19])[O:12][C:11]2[CH:13]=[CH:14][C:15]([CH:17]=O)=[CH:16][C:10]=2[O:9]1, predict the reaction product. The product is: [F:19][C:8]1([F:7])[O:12][C:11]2[CH:13]=[CH:14][C:15]([CH2:17][N:1]3[CH2:6][CH2:5][NH:4][CH2:3][CH2:2]3)=[CH:16][C:10]=2[O:9]1. (6) Given the reactants O[C:2]1[CH:17]=[C:16]([OH:18])[CH:15]=[CH:14][C:3]=1[C:4]([C:6]1[CH:11]=[CH:10][C:9]([OH:12])=[CH:8][C:7]=1[OH:13])=O.C([O-])(=O)C.[Na+].Cl.[Cl:25][C:26]1[CH:31]=[CH:30][C:29]([Cl:32])=[CH:28][C:27]=1[NH:33][NH2:34], predict the reaction product. The product is: [Cl:25][C:26]1[CH:31]=[CH:30][C:29]([Cl:32])=[CH:28][C:27]=1[N:33]1[C:2]2[C:3](=[CH:14][CH:15]=[C:16]([OH:18])[CH:17]=2)[C:4]([C:6]2[CH:11]=[CH:10][C:9]([OH:12])=[CH:8][C:7]=2[OH:13])=[N:34]1. (7) The product is: [C:27]([CH2:29][CH2:30][CH2:31][S:32]([NH:24][CH2:23][C:22]([C:20]1[N:21]=[C:17]([C:14]2[CH:13]=[CH:12][C:11]([F:10])=[CH:16][CH:15]=2)[O:18][CH:19]=1)([CH3:26])[CH3:25])(=[O:34])=[O:33])#[N:28]. Given the reactants CCN(C(C)C)C(C)C.[F:10][C:11]1[CH:16]=[CH:15][C:14]([C:17]2[O:18][CH:19]=[C:20]([C:22]([CH3:26])([CH3:25])[CH2:23][NH2:24])[N:21]=2)=[CH:13][CH:12]=1.[C:27]([CH2:29][CH2:30][CH2:31][S:32](Cl)(=[O:34])=[O:33])#[N:28], predict the reaction product.